From a dataset of Full USPTO retrosynthesis dataset with 1.9M reactions from patents (1976-2016). Predict the reactants needed to synthesize the given product. Given the product [CH2:1]([N:8]([CH2:9][CH2:10][C:11]1[CH:16]=[CH:15][C:14]([S:17][C:18]2[CH:19]=[CH:20][C:21]([O:24][CH3:25])=[CH:22][CH:23]=2)=[CH:13][CH:12]=1)[C:26](=[O:27])[O:28][C:29]([CH3:32])([CH3:31])[CH3:30])[C:2]1[CH:3]=[CH:4][CH:5]=[CH:6][CH:7]=1, predict the reactants needed to synthesize it. The reactants are: [CH2:1]([NH:8][CH2:9][CH2:10][C:11]1[CH:16]=[CH:15][C:14]([S:17][C:18]2[CH:23]=[CH:22][C:21]([O:24][CH3:25])=[CH:20][CH:19]=2)=[CH:13][CH:12]=1)[C:2]1[CH:7]=[CH:6][CH:5]=[CH:4][CH:3]=1.[C:26](O[C:26]([O:28][C:29]([CH3:32])([CH3:31])[CH3:30])=[O:27])([O:28][C:29]([CH3:32])([CH3:31])[CH3:30])=[O:27].C(=O)([O-])O.[Na+].